Dataset: CYP1A2 inhibition data for predicting drug metabolism from PubChem BioAssay. Task: Regression/Classification. Given a drug SMILES string, predict its absorption, distribution, metabolism, or excretion properties. Task type varies by dataset: regression for continuous measurements (e.g., permeability, clearance, half-life) or binary classification for categorical outcomes (e.g., BBB penetration, CYP inhibition). Dataset: cyp1a2_veith. (1) The result is 0 (non-inhibitor). The drug is CCOC(=O)CCN1C(=O)[C@H]2CC[C@H]3/C(=N\OC/C=C(\C)CCC=C(C)C)C[C@@H](O)[C@@H](O)[C@@H]3[C@@H]2C1=O. (2) The molecule is N#Cc1c(-c2ccccc2)cc(-c2ccccc2)nc1SCc1nnc(-c2ccccc2)o1. The result is 0 (non-inhibitor).